From a dataset of Peptide-MHC class I binding affinity with 185,985 pairs from IEDB/IMGT. Regression. Given a peptide amino acid sequence and an MHC pseudo amino acid sequence, predict their binding affinity value. This is MHC class I binding data. (1) The peptide sequence is KVADVDLAVPV. The MHC is HLA-A03:01 with pseudo-sequence HLA-A03:01. The binding affinity (normalized) is 0.0847. (2) The peptide sequence is ISGPIKHPL. The MHC is HLA-B15:17 with pseudo-sequence HLA-B15:17. The binding affinity (normalized) is 0.585. (3) The peptide sequence is YNTPTFAI. The MHC is Mamu-B52 with pseudo-sequence Mamu-B52. The binding affinity (normalized) is 0.383. (4) The peptide sequence is MLKLRVDVF. The MHC is HLA-B08:02 with pseudo-sequence HLA-B08:02. The binding affinity (normalized) is 0.277. (5) The peptide sequence is NILVAGNLI. The MHC is HLA-A11:01 with pseudo-sequence HLA-A11:01. The binding affinity (normalized) is 0.0847.